From a dataset of Full USPTO retrosynthesis dataset with 1.9M reactions from patents (1976-2016). Predict the reactants needed to synthesize the given product. Given the product [O:11]=[C:9]1[C:10]2[N:1]=[CH:2][CH:3]=[CH:4][C:5]=2[CH2:6][CH2:7][CH:8]1[CH2:26][CH2:25][C:24]([O:30][CH2:28][CH3:29])=[O:19], predict the reactants needed to synthesize it. The reactants are: [N:1]1[C:10]2[C:9](=[O:11])[CH2:8][CH2:7][CH2:6][C:5]=2[CH:4]=[CH:3][CH:2]=1.C1(C)C=CC(S(O)(=O)=[O:19])=CC=1.N1C[CH2:26][CH2:25][CH2:24]1.[CH2:28]([OH:30])[CH3:29].